Task: Predict the reaction yield, written as a fraction of the theoretical maximum amount of product (1.0 means a 100% yield; for example, 0.34 means a 34% yield).. Dataset: Reaction yield outcomes from USPTO patents with 853,638 reactions (1) The reactants are [Cl:1][C:2]1[CH:10]=[CH:9][C:8]([C:11]2[N:12]([C:22]([O:24][C:25]([CH3:28])([CH3:27])[CH3:26])=[O:23])[C:13]3[C:18]([CH:19]=2)=[CH:17][C:16]([CH:20]=O)=[CH:15][CH:14]=3)=[C:7]2[C:3]=1[CH2:4][NH:5][C:6]2=[O:29].[NH:30]1[CH2:38][CH2:37][CH:33]([C:34](N)=[O:35])[CH2:32][CH2:31]1.[C:39](O)(=[O:41])C.C(O[BH-](OC(=O)C)OC(=O)C)(=O)C.[Na+].C(=O)([O-])[O-].[Na+].[Na+]. The catalyst is C(#N)C.O. The product is [Cl:1][C:2]1[CH:10]=[CH:9][C:8]([C:11]2[N:12]([C:22]([O:24][C:25]([CH3:26])([CH3:27])[CH3:28])=[O:23])[C:13]3[C:18]([CH:19]=2)=[CH:17][C:16]([CH2:20][N:30]2[CH2:38][CH2:37][CH:33]([C:34]([O:41][CH3:39])=[O:35])[CH2:32][CH2:31]2)=[CH:15][CH:14]=3)=[C:7]2[C:3]=1[CH2:4][NH:5][C:6]2=[O:29]. The yield is 0.700. (2) The reactants are [Cl:1][C:2]1[N:3]=[C:4]([N:13]2[CH2:18][CH2:17][O:16][CH2:15][CH2:14]2)[C:5]2[N:10]=[C:9]([CH:11]=O)[S:8][C:6]=2[N:7]=1.[NH:19]1[CH2:22][CH:21]([N:23]2[CH2:28][CH2:27][O:26][CH2:25][CH2:24]2)[CH2:20]1.C(O[BH-](OC(=O)C)OC(=O)C)(=O)C.[Na+]. The catalyst is ClCCCl. The product is [Cl:1][C:2]1[N:3]=[C:4]([N:13]2[CH2:18][CH2:17][O:16][CH2:15][CH2:14]2)[C:5]2[N:10]=[C:9]([CH2:11][N:19]3[CH2:22][CH:21]([N:23]4[CH2:28][CH2:27][O:26][CH2:25][CH2:24]4)[CH2:20]3)[S:8][C:6]=2[N:7]=1. The yield is 0.610. (3) The reactants are [Cl:1][C:2]1[N:7]=[C:6]([C:8]2[S:12][C:11]([N:13]3[CH2:18][CH2:17][O:16][CH2:15][CH2:14]3)=[N:10][C:9]=2[C:19]2[C:20]([F:26])=[C:21]([CH:23]=[CH:24][CH:25]=2)[NH2:22])[CH:5]=[CH:4][N:3]=1.N1C=CC=CC=1.[O:33]1[CH:37]=[CH:36][CH:35]=[C:34]1[S:38](Cl)(=[O:40])=[O:39]. The catalyst is C(Cl)Cl. The product is [Cl:1][C:2]1[N:7]=[C:6]([C:8]2[S:12][C:11]([N:13]3[CH2:14][CH2:15][O:16][CH2:17][CH2:18]3)=[N:10][C:9]=2[C:19]2[C:20]([F:26])=[C:21]([NH:22][S:38]([C:34]3[O:33][CH:37]=[CH:36][CH:35]=3)(=[O:40])=[O:39])[CH:23]=[CH:24][CH:25]=2)[CH:5]=[CH:4][N:3]=1. The yield is 0.630. (4) The reactants are [CH:1]1([C:4]2[O:8][N:7]=[C:6]([C:9]3[C:14]([Cl:15])=[CH:13][CH:12]=[CH:11][C:10]=3[Cl:16])[C:5]=2[CH2:17][OH:18])[CH2:3][CH2:2]1.O[C:20]1[CH:25]=[CH:24][C:23]([C:26]2[CH:27]=[C:28]3[C:33](=[CH:34][CH:35]=2)[N:32]=[C:31]([C:36]([O:38][CH3:39])=[O:37])[CH:30]=[CH:29]3)=[CH:22][CH:21]=1.C1(P(C2C=CC=CC=2)C2C=CC=CC=2)C=CC=CC=1.N(C(OC(C)C)=O)=NC(OC(C)C)=O. The catalyst is ClCCl. The product is [CH:1]1([C:4]2[O:8][N:7]=[C:6]([C:9]3[C:10]([Cl:16])=[CH:11][CH:12]=[CH:13][C:14]=3[Cl:15])[C:5]=2[CH2:17][O:18][C:20]2[CH:21]=[CH:22][C:23]([C:26]3[CH:27]=[C:28]4[C:33](=[CH:34][CH:35]=3)[N:32]=[C:31]([C:36]([O:38][CH3:39])=[O:37])[CH:30]=[CH:29]4)=[CH:24][CH:25]=2)[CH2:3][CH2:2]1. The yield is 0.320.